From a dataset of Reaction yield outcomes from USPTO patents with 853,638 reactions. Predict the reaction yield, written as a fraction of the theoretical maximum amount of product (1.0 means a 100% yield; for example, 0.34 means a 34% yield). (1) The product is [O:28]=[C:27]1[C:26]2[C:21](=[CH:22][CH:23]=[CH:24][CH:25]=2)[C:20](=[O:29])[N:19]1[CH2:18][C@@H:17]([NH:16][C:7]([C:5]1[O:6][C:2]([CH3:1])=[C:3]([C:10]2[N:14]([CH3:15])[N:13]=[CH:12][CH:11]=2)[CH:4]=1)=[O:9])[CH2:30][C:31]1[CH:36]=[CH:35][CH:34]=[CH:33][C:32]=1[C:37]([F:39])([F:38])[F:40]. The reactants are [CH3:1][C:2]1[O:6][C:5]([C:7]([OH:9])=O)=[CH:4][C:3]=1[C:10]1[N:14]([CH3:15])[N:13]=[CH:12][CH:11]=1.[NH2:16][C@@H:17]([CH2:30][C:31]1[CH:36]=[CH:35][CH:34]=[CH:33][C:32]=1[C:37]([F:40])([F:39])[F:38])[CH2:18][N:19]1[C:27](=[O:28])[C:26]2[C:21](=[CH:22][CH:23]=[CH:24][CH:25]=2)[C:20]1=[O:29].C(N(C(C)C)CC)(C)C.F[P-](F)(F)(F)(F)F.Br[P+](N1CCCC1)(N1CCCC1)N1CCCC1. The yield is 0.370. The catalyst is C(Cl)Cl. (2) The reactants are Br[C:2]1[CH:7]=[C:6]([N+:8]([O-:10])=[O:9])[CH:5]=[CH:4][C:3]=1NC.C[CH2:14][N:15](CC)CC.[CH3:20][C:21]([CH3:25])([CH3:24])[C:22]#[CH:23].N#N. The catalyst is C1(C)C=CC=CC=1.O.Cl[Pd](Cl)([P](C1C=CC=CC=1)(C1C=CC=CC=1)C1C=CC=CC=1)[P](C1C=CC=CC=1)(C1C=CC=CC=1)C1C=CC=CC=1.[Cu]I. The product is [CH3:20][C:21]([CH3:25])([CH3:24])[C:22]#[C:23][C:2]1[CH:7]=[C:6]([N+:8]([O-:10])=[O:9])[CH:5]=[CH:4][C:3]=1[CH2:14][NH2:15]. The yield is 0.940. (3) The reactants are [CH2:1]([O:3][P:4]([CH2:9][CH2:10][NH:11][CH2:12][C:13]([CH3:36])=[CH:14][CH2:15][C:16]1[C:17]([O:29][CH2:30][CH2:31][Si:32]([CH3:35])([CH3:34])[CH3:33])=[C:18]2[C:22](=[C:23]([CH3:27])[C:24]=1[O:25][CH3:26])[CH2:21][O:20][C:19]2=[O:28])(=[O:8])[O:5][CH2:6][CH3:7])[CH3:2].[CH3:37][S:38](Cl)(=[O:40])=[O:39].N1C=CC=CC=1. The catalyst is C(Cl)Cl. The product is [CH2:1]([O:3][P:4]([CH2:9][CH2:10][N:11]([S:38]([CH3:37])(=[O:40])=[O:39])[CH2:12][C:13]([CH3:36])=[CH:14][CH2:15][C:16]1[C:17]([O:29][CH2:30][CH2:31][Si:32]([CH3:33])([CH3:34])[CH3:35])=[C:18]2[C:22](=[C:23]([CH3:27])[C:24]=1[O:25][CH3:26])[CH2:21][O:20][C:19]2=[O:28])(=[O:8])[O:5][CH2:6][CH3:7])[CH3:2]. The yield is 0.630. (4) The reactants are C([O:4][C:5]1[C:14]2[CH2:13][CH2:12][CH2:11][CH2:10][C:9]=2[CH:8]=[C:7]([CH3:15])[CH:6]=1)(=O)C.[OH-].[Na+]. The catalyst is C1COCC1.CO. The product is [CH3:15][C:7]1[CH:6]=[C:5]([OH:4])[C:14]2[CH2:13][CH2:12][CH2:11][CH2:10][C:9]=2[CH:8]=1. The yield is 0.990. (5) The reactants are [F:1][C:2]1[CH:3]=[C:4]([C:10]2[C:15]([C:16]3[CH:21]=[CH:20][C:19]([O:22][CH3:23])=[CH:18][CH:17]=3)=[N:14][NH:13][C:12](=[O:24])[CH:11]=2)[CH:5]=[CH:6][C:7]=1[O:8][CH3:9].[CH2:25](I)[CH3:26]. No catalyst specified. The product is [CH2:25]([N:13]1[C:12](=[O:24])[CH:11]=[C:10]([C:4]2[CH:5]=[CH:6][C:7]([O:8][CH3:9])=[C:2]([F:1])[CH:3]=2)[C:15]([C:16]2[CH:17]=[CH:18][C:19]([O:22][CH3:23])=[CH:20][CH:21]=2)=[N:14]1)[CH3:26]. The yield is 0.978. (6) The product is [Cl:47][CH2:46][CH2:45][N:43]1[CH:44]=[C:40]([C:18]2[CH:19]=[C:20]3[C:15](=[C:16]([C:30]([NH2:32])=[O:31])[CH:17]=2)[NH:14][CH:13]=[C:12]3[CH:9]2[CH2:10][CH2:11][N:6]([S:3]([CH2:1][CH3:2])(=[O:5])=[O:4])[CH2:7][CH2:8]2)[CH:41]=[N:42]1. The catalyst is O1CCOCC1.O.CCOC(C)=O.C1C=CC([P]([Pd]([P](C2C=CC=CC=2)(C2C=CC=CC=2)C2C=CC=CC=2)([P](C2C=CC=CC=2)(C2C=CC=CC=2)C2C=CC=CC=2)[P](C2C=CC=CC=2)(C2C=CC=CC=2)C2C=CC=CC=2)(C2C=CC=CC=2)C2C=CC=CC=2)=CC=1. The yield is 0.240. The reactants are [CH2:1]([S:3]([N:6]1[CH2:11][CH2:10][CH:9]([C:12]2[C:20]3[C:15](=[C:16]([C:30]([NH2:32])=[O:31])[CH:17]=[C:18](B4OC(C)(C)C(C)(C)O4)[CH:19]=3)[NH:14][CH:13]=2)[CH2:8][CH2:7]1)(=[O:5])=[O:4])[CH3:2].C(=O)([O-])[O-].[Na+].[Na+].Br[C:40]1[CH:41]=[N:42][N:43]([CH2:45][CH2:46][Cl:47])[CH:44]=1. (7) The reactants are [Si]([O:8][CH2:9][C@@H:10]([C:38]1[CH:43]=[CH:42][C:41]([C:44]([F:47])([F:46])[F:45])=[CH:40][CH:39]=1)[C@H:11]([NH:30]C(=O)OC(C)(C)C)[C:12]([NH:14][C:15]1[S:16][C:17]([C:20]2[CH:21]=[C:22]3[C:27](=[CH:28][CH:29]=2)[CH:26]=[N:25][CH:24]=[CH:23]3)=[N:18][N:19]=1)=[O:13])(C(C)(C)C)(C)C.[ClH:48]. The catalyst is O1CCOCC1. The product is [ClH:48].[NH2:30][C@@H:11]([C@H:10]([C:38]1[CH:43]=[CH:42][C:41]([C:44]([F:45])([F:46])[F:47])=[CH:40][CH:39]=1)[CH2:9][OH:8])[C:12]([NH:14][C:15]1[S:16][C:17]([C:20]2[CH:21]=[C:22]3[C:27](=[CH:28][CH:29]=2)[CH:26]=[N:25][CH:24]=[CH:23]3)=[N:18][N:19]=1)=[O:13]. The yield is 0.120. (8) The reactants are O.O.O.O.O.O.O.[Cl-].[Ce+3].[Cl-].[Cl-].[Si:12]([O:19][CH2:20][C@@H:21]1[C:26]([CH3:27])=[CH:25][C:24](=[O:28])[CH2:23][N:22]1[C:29]([O:31][C:32]([CH3:35])([CH3:34])[CH3:33])=[O:30])([C:15]([CH3:18])([CH3:17])[CH3:16])([CH3:14])[CH3:13].[BH4-].[Na+]. The catalyst is CO. The product is [Si:12]([O:19][CH2:20][C@@H:21]1[C:26]([CH3:27])=[CH:25][C@H:24]([OH:28])[CH2:23][N:22]1[C:29]([O:31][C:32]([CH3:35])([CH3:34])[CH3:33])=[O:30])([C:15]([CH3:18])([CH3:16])[CH3:17])([CH3:14])[CH3:13]. The yield is 0.900.